Dataset: Reaction yield outcomes from USPTO patents with 853,638 reactions. Task: Predict the reaction yield, written as a fraction of the theoretical maximum amount of product (1.0 means a 100% yield; for example, 0.34 means a 34% yield). (1) The reactants are Br[C:2]1[CH:3]=[N:4][CH:5]=[C:6]([CH:11]=1)[C:7]([O:9][CH3:10])=[O:8].[C:12]([N:19]1[CH2:24][CH2:23][N:22]([CH2:25][B-](F)(F)F)[CH2:21][CH2:20]1)([O:14][C:15]([CH3:18])([CH3:17])[CH3:16])=[O:13].[K+].C(=O)([O-])[O-].[Cs+].[Cs+].CC(C1C=C(C(C)C)C(C2C=CC=CC=2P(C2CCCCC2)C2CCCCC2)=C(C(C)C)C=1)C. The catalyst is C1COCC1.C(O[Pd]OC(=O)C)(=O)C.O. The product is [CH3:10][O:9][C:7]([C:6]1[CH:11]=[C:2]([CH2:25][N:22]2[CH2:23][CH2:24][N:19]([C:12]([O:14][C:15]([CH3:18])([CH3:17])[CH3:16])=[O:13])[CH2:20][CH2:21]2)[CH:3]=[N:4][CH:5]=1)=[O:8]. The yield is 1.00. (2) The reactants are [F:1][C:2]([F:18])([F:17])[C:3]([NH:5][C@H:6]1[C:15]2[C:10](=[CH:11][CH:12]=[C:13]([F:16])[CH:14]=2)[CH2:9][CH2:8][CH2:7]1)=[O:4].O.O.O.O.O.O.O.S([O-])([O-])(=O)=[O:27].[Mg+2].O.[K]. The catalyst is CC(C)=O. The product is [F:18][C:2]([F:1])([F:17])[C:3]([NH:5][C@H:6]1[C:15]2[C:10](=[CH:11][CH:12]=[C:13]([F:16])[CH:14]=2)[C:9](=[O:27])[CH2:8][CH2:7]1)=[O:4]. The yield is 0.960.